Dataset: Forward reaction prediction with 1.9M reactions from USPTO patents (1976-2016). Task: Predict the product of the given reaction. (1) Given the reactants Cl.[Si]([O:19][CH2:20][CH2:21][O:22][CH2:23][C@H:24]([O:35][C:36]1[C:37]2[N:44]=[N:43][N:42]([C:45]3[CH:50]=[CH:49][CH:48]=[CH:47][C:46]=3[Cl:51])[C:38]=2[N:39]=[CH:40][N:41]=1)[C:25]([NH:27][C:28]1[CH:33]=[CH:32][C:31]([CH3:34])=[CH:30][N:29]=1)=[O:26])(C(C)(C)C)(C1C=CC=CC=1)C1C=CC=CC=1, predict the reaction product. The product is: [Cl:51][C:46]1[CH:47]=[CH:48][CH:49]=[CH:50][C:45]=1[N:42]1[C:38]2[N:39]=[CH:40][N:41]=[C:36]([O:35][C@@H:24]([CH2:23][O:22][CH2:21][CH2:20][OH:19])[C:25]([NH:27][C:28]3[CH:33]=[CH:32][C:31]([CH3:34])=[CH:30][N:29]=3)=[O:26])[C:37]=2[N:44]=[N:43]1. (2) The product is: [C:5]12[CH:6]=[C:2]3[N:1]=[C:5]([CH:4]=[CH:3]3)[CH:6]=[C:2]3[NH:1][C:5]([CH:4]=[CH:3]3)=[CH:6][C:2]3=[N:1][C:5]([CH:4]=[CH:3]3)=[CH:6][C:2]([NH:1]1)=[CH:3][CH:4]=2.[NH:1]1[CH:5]=[CH:4][CH:3]=[CH:2]1.[CH2:8]=[O:9]. Given the reactants [NH:1]1[CH:5]=[CH:4][CH:3]=[C:2]1[CH:6]=O.[CH:8](O)=[O:9], predict the reaction product.